Dataset: Catalyst prediction with 721,799 reactions and 888 catalyst types from USPTO. Task: Predict which catalyst facilitates the given reaction. Reactant: [NH2:1][C:2](=[N:4][C:5]1[S:6][CH:7]=[C:8]([C:10]([O:12][CH2:13][CH3:14])=[O:11])[N:9]=1)[NH2:3].[F:15][C:16]([F:24])([F:23])[C:17](=O)[CH2:18][C:19](=O)[CH3:20]. Product: [CH3:20][C:19]1[CH:18]=[C:17]([C:16]([F:24])([F:23])[F:15])[N:3]=[C:2]([NH:4][C:5]2[S:6][CH:7]=[C:8]([C:10]([O:12][CH2:13][CH3:14])=[O:11])[N:9]=2)[N:1]=1. The catalyst class is: 14.